Dataset: Full USPTO retrosynthesis dataset with 1.9M reactions from patents (1976-2016). Task: Predict the reactants needed to synthesize the given product. Given the product [S:13]1[C:17]2[CH:18]=[CH:19][CH:20]=[CH:21][C:16]=2[CH:15]=[C:14]1[CH2:22][N:23]1[C:28](=[O:29])[C:27]([CH2:30][C:31]2[CH:36]=[CH:35][C:34]([C:37]3[CH:42]=[CH:41][CH:40]=[CH:39][C:38]=3[C:43]3[NH:3][C:4](=[O:7])[O:5][N:44]=3)=[CH:33][CH:32]=2)=[C:26]([CH2:45][CH2:46][CH2:47][CH3:48])[N:25]=[C:24]1[CH3:49], predict the reactants needed to synthesize it. The reactants are: [Cl-].O[NH3+:3].[C:4](=[O:7])([O-])[OH:5].[Na+].CS(C)=O.[S:13]1[C:17]2[CH:18]=[CH:19][CH:20]=[CH:21][C:16]=2[CH:15]=[C:14]1[CH2:22][N:23]1[C:28](=[O:29])[C:27]([CH2:30][C:31]2[CH:36]=[CH:35][C:34]([C:37]3[C:38]([C:43]#[N:44])=[CH:39][CH:40]=[CH:41][CH:42]=3)=[CH:33][CH:32]=2)=[C:26]([CH2:45][CH2:46][CH2:47][CH3:48])[N:25]=[C:24]1[CH3:49].